From a dataset of Catalyst prediction with 721,799 reactions and 888 catalyst types from USPTO. Predict which catalyst facilitates the given reaction. (1) Reactant: [C:1]1([C:20]2[CH:25]=[CH:24][CH:23]=[CH:22][CH:21]=2)[CH:6]=[CH:5][C:4]([NH:7][C:8]2[CH:13]=[N:12][CH:11]=[C:10]3[S:14][C:15]([C:17](O)=[O:18])=[CH:16][C:9]=23)=[CH:3][CH:2]=1.C(Cl)(=O)C([Cl:29])=O. Product: [C:1]1([C:20]2[CH:25]=[CH:24][CH:23]=[CH:22][CH:21]=2)[CH:6]=[CH:5][C:4]([NH:7][C:8]2[CH:13]=[N:12][CH:11]=[C:10]3[S:14][C:15]([C:17]([Cl:29])=[O:18])=[CH:16][C:9]=23)=[CH:3][CH:2]=1. The catalyst class is: 59. (2) Reactant: C(=O)([O-])[O-].[Cs+].[Cs+].[Cl:7][C:8]1[CH:9]=[CH:10][C:11](F)=[N:12][CH:13]=1.[CH2:15]([SH:22])[C:16]1[CH:21]=[CH:20][CH:19]=[CH:18][CH:17]=1. Product: [CH2:15]([S:22][C:11]1[CH:10]=[CH:9][C:8]([Cl:7])=[CH:13][N:12]=1)[C:16]1[CH:21]=[CH:20][CH:19]=[CH:18][CH:17]=1. The catalyst class is: 215. (3) Reactant: [CH:1]1([N:6]2[C:15]3[N:14]=[C:13]([NH:16][C:17]4[CH:31]=[CH:30][C:20]([C:21]([NH:23][CH:24]5[CH2:29][CH2:28][NH:27][CH2:26][CH2:25]5)=[O:22])=[CH:19][C:18]=4[O:32][CH3:33])[N:12]=[CH:11][C:10]=3[N:9]([CH3:34])[C:8](=[O:35])[C@H:7]2[CH2:36][CH3:37])[CH2:5][CH2:4][CH2:3][CH2:2]1.Br[CH2:39][CH2:40][C@H:41]([NH:50][C:51]([O:53][C:54]([CH3:57])([CH3:56])[CH3:55])=[O:52])[C:42]([O:44][CH:45]1[CH2:49][CH2:48][CH2:47][CH2:46]1)=[O:43].C([O-])([O-])=O.[K+].[K+].[Na+].[I-]. Product: [C:54]([O:53][C:51]([NH:50][C@@H:41]([CH2:40][CH2:39][N:27]1[CH2:26][CH2:25][CH:24]([NH:23][C:21](=[O:22])[C:20]2[CH:30]=[CH:31][C:17]([NH:16][C:13]3[N:12]=[CH:11][C:10]4[N:9]([CH3:34])[C:8](=[O:35])[C@@H:7]([CH2:36][CH3:37])[N:6]([CH:1]5[CH2:5][CH2:4][CH2:3][CH2:2]5)[C:15]=4[N:14]=3)=[C:18]([O:32][CH3:33])[CH:19]=2)[CH2:29][CH2:28]1)[C:42]([O:44][CH:45]1[CH2:46][CH2:47][CH2:48][CH2:49]1)=[O:43])=[O:52])([CH3:57])([CH3:56])[CH3:55]. The catalyst class is: 31. (4) Reactant: CC(N(C)C)=O.BrCCBr.[Si](Cl)(C)(C)C.[C:16]([N:23]1[CH2:26][CH:25](I)[CH2:24]1)([O:18][C:19]([CH3:22])([CH3:21])[CH3:20])=[O:17].[Cl:28][C:29]1[CH:34]=[C:33](I)[CH:32]=[C:31]([Cl:36])[N:30]=1. Product: [Cl:28][C:29]1[CH:34]=[C:33]([CH:25]2[CH2:26][N:23]([C:16]([O:18][C:19]([CH3:22])([CH3:21])[CH3:20])=[O:17])[CH2:24]2)[CH:32]=[C:31]([Cl:36])[N:30]=1. The catalyst class is: 401. (5) Reactant: [CH3:1][O:2][C:3]([C:5]1([NH:18][C:19](=[O:24])[CH2:20][CH2:21][CH2:22]Cl)[CH2:10][CH2:9][N:8]([C:11]([O:13][C:14]([CH3:17])([CH3:16])[CH3:15])=[O:12])[CH2:7][CH2:6]1)=[O:4].[H-].[Na+]. Product: [CH3:1][O:2][C:3]([C:5]1([N:18]2[CH2:22][CH2:21][CH2:20][C:19]2=[O:24])[CH2:10][CH2:9][N:8]([C:11]([O:13][C:14]([CH3:17])([CH3:16])[CH3:15])=[O:12])[CH2:7][CH2:6]1)=[O:4]. The catalyst class is: 1.